Dataset: Forward reaction prediction with 1.9M reactions from USPTO patents (1976-2016). Task: Predict the product of the given reaction. Given the reactants [NH2:1][C:2]1[CH:16]=[CH:15][C:5]([O:6][C:7]2[CH:8]=[C:9]([CH:12]=[CH:13][CH:14]=2)[C:10]#[N:11])=[C:4]([Cl:17])[CH:3]=1.C(O[C:23](=[O:37])[NH:24][CH2:25][CH2:26][N:27]1[C:35]2[C:34](Cl)=[N:33][CH:32]=[N:31][C:30]=2[CH:29]=[CH:28]1)(C)(C)C.Cl.C(OCC)(=O)C.[CH3:45][C:46]([S:51]([CH3:54])(=[O:53])=[O:52])(C)[C:47](O)=O.Cl.C(N=C=NCCCN(C)C)C.ON1C2C=CC=CC=2N=N1, predict the reaction product. The product is: [Cl:17][C:4]1[CH:3]=[C:2]([NH:1][C:34]2[C:35]3[N:27]([CH2:26][CH2:25][NH:24][C:23](=[O:37])[C:46]([CH3:47])([S:51]([CH3:54])(=[O:53])=[O:52])[CH3:45])[CH:28]=[CH:29][C:30]=3[N:31]=[CH:32][N:33]=2)[CH:16]=[CH:15][C:5]=1[O:6][C:7]1[CH:14]=[CH:13][CH:12]=[C:9]([C:10]#[N:11])[CH:8]=1.